Task: Predict which catalyst facilitates the given reaction.. Dataset: Catalyst prediction with 721,799 reactions and 888 catalyst types from USPTO (1) Reactant: [C:1]([O:5][C:6](=[O:67])[CH2:7][CH2:8][C@@H:9]([NH:49][C:50](OCC1C2C=CC=CC=2C2C1=CC=CC=2)=[O:51])[C:10](=[O:48])[NH:11][C@@H:12]([C:34](=[O:47])[NH:35][C:36]([C:39](=[O:46])[NH:40][CH2:41][C:42]([O:44][CH3:45])=[O:43])([CH3:38])[CH3:37])[CH2:13][S:14][C:15]([C:28]1[CH:33]=[CH:32][CH:31]=[CH:30][CH:29]=1)([C:22]1[CH:27]=[CH:26][CH:25]=[CH:24][CH:23]=1)C1C=CC=CC=1)([CH3:4])([CH3:3])[CH3:2].C(N[CH2:71][CH3:72])C.[OH:73][C@H:74](/[CH:79]=[CH:80]/[CH2:81][CH2:82][S:83][C:84]([C:97]1[CH:102]=[CH:101][CH:100]=[CH:99][CH:98]=1)(C1C=CC=CC=1)[C:85]1[CH:90]=[CH:89][CH:88]=[CH:87][CH:86]=1)[CH2:75]C(O)=O.C1CN([P+](ON2N=N[C:122]3[CH:123]=[CH:124][CH:125]=[CH:126][C:121]2=3)(N2CCCC2)N2CCCC2)CC1.F[P-](F)(F)(F)(F)F.C(N([CH:142]([CH3:144])[CH3:143])CC)(C)C.[CH3:145]C#N. Product: [C:1]([O:5][C:6](=[O:67])[CH2:7][CH2:8][C@@H:9]([NH:49][C:50](=[O:51])[CH2:75][C@H:74]([OH:73])/[CH:79]=[CH:80]/[CH2:81][CH2:82][S:83][C:84]([C:72]1[CH:71]=[CH:143][CH:142]=[CH:144][CH:145]=1)([C:97]1[CH:98]=[CH:99][CH:100]=[CH:101][CH:102]=1)[C:85]1[CH:86]=[CH:87][CH:88]=[CH:89][CH:90]=1)[C:10](=[O:48])[NH:11][C@@H:12]([C:34](=[O:47])[NH:35][C:36]([C:39](=[O:46])[NH:40][CH2:41][C:42]([O:44][CH3:45])=[O:43])([CH3:37])[CH3:38])[CH2:13][S:14][C:15]([C:22]1[CH:27]=[CH:26][CH:25]=[CH:24][CH:23]=1)([C:28]1[CH:33]=[CH:32][CH:31]=[CH:30][CH:29]=1)[C:121]1[CH:126]=[CH:125][CH:124]=[CH:123][CH:122]=1)([CH3:4])([CH3:3])[CH3:2]. The catalyst class is: 2. (2) Reactant: C[O:2][C:3](=[O:23])[C:4]1[C:5](=[C:10]([NH:14][C:15]2[CH:20]=[CH:19][C:18]([O:21][CH3:22])=[CH:17][CH:16]=2)[CH:11]=[CH:12][CH:13]=1)[C:6]([O:8]C)=[O:7].[OH-].[Na+]. Product: [CH3:22][O:21][C:18]1[CH:19]=[CH:20][C:15]([NH:14][C:10]2[CH:11]=[CH:12][CH:13]=[C:4]([C:3]([OH:23])=[O:2])[C:5]=2[C:6]([OH:8])=[O:7])=[CH:16][CH:17]=1. The catalyst class is: 8.